Dataset: NCI-60 drug combinations with 297,098 pairs across 59 cell lines. Task: Regression. Given two drug SMILES strings and cell line genomic features, predict the synergy score measuring deviation from expected non-interaction effect. (1) Drug 1: CC1=C(C=C(C=C1)NC(=O)C2=CC=C(C=C2)CN3CCN(CC3)C)NC4=NC=CC(=N4)C5=CN=CC=C5. Drug 2: CC=C1C(=O)NC(C(=O)OC2CC(=O)NC(C(=O)NC(CSSCCC=C2)C(=O)N1)C(C)C)C(C)C. Cell line: UACC62. Synergy scores: CSS=68.6, Synergy_ZIP=-7.52, Synergy_Bliss=-14.6, Synergy_Loewe=-64.3, Synergy_HSA=-10.0. (2) Drug 1: CC1=C(C(=CC=C1)Cl)NC(=O)C2=CN=C(S2)NC3=CC(=NC(=N3)C)N4CCN(CC4)CCO. Drug 2: CC12CCC3C(C1CCC2O)C(CC4=C3C=CC(=C4)O)CCCCCCCCCS(=O)CCCC(C(F)(F)F)(F)F. Cell line: NCI-H322M. Synergy scores: CSS=4.30, Synergy_ZIP=1.15, Synergy_Bliss=6.01, Synergy_Loewe=4.81, Synergy_HSA=5.20. (3) Drug 1: CC1=C2C(C(=O)C3(C(CC4C(C3C(C(C2(C)C)(CC1OC(=O)C(C(C5=CC=CC=C5)NC(=O)OC(C)(C)C)O)O)OC(=O)C6=CC=CC=C6)(CO4)OC(=O)C)OC)C)OC. Drug 2: CN(CC1=CN=C2C(=N1)C(=NC(=N2)N)N)C3=CC=C(C=C3)C(=O)NC(CCC(=O)O)C(=O)O. Cell line: SF-295. Synergy scores: CSS=43.1, Synergy_ZIP=-7.02, Synergy_Bliss=-10.1, Synergy_Loewe=-7.54, Synergy_HSA=-2.13. (4) Drug 1: CC12CCC3C(C1CCC2O)C(CC4=C3C=CC(=C4)O)CCCCCCCCCS(=O)CCCC(C(F)(F)F)(F)F. Drug 2: C(CN)CNCCSP(=O)(O)O. Cell line: NCI-H460. Synergy scores: CSS=-2.57, Synergy_ZIP=4.10, Synergy_Bliss=4.50, Synergy_Loewe=-2.29, Synergy_HSA=-1.62. (5) Drug 1: CCN(CC)CCNC(=O)C1=C(NC(=C1C)C=C2C3=C(C=CC(=C3)F)NC2=O)C. Drug 2: CC1C(C(CC(O1)OC2CC(OC(C2O)C)OC3=CC4=CC5=C(C(=O)C(C(C5)C(C(=O)C(C(C)O)O)OC)OC6CC(C(C(O6)C)O)OC7CC(C(C(O7)C)O)OC8CC(C(C(O8)C)O)(C)O)C(=C4C(=C3C)O)O)O)O. Cell line: SNB-75. Synergy scores: CSS=43.4, Synergy_ZIP=0.572, Synergy_Bliss=-0.197, Synergy_Loewe=-23.7, Synergy_HSA=-1.46. (6) Drug 1: C1CN1P(=S)(N2CC2)N3CC3. Drug 2: C1C(C(OC1N2C=NC3=C2NC=NCC3O)CO)O. Cell line: SK-OV-3. Synergy scores: CSS=6.41, Synergy_ZIP=-2.56, Synergy_Bliss=0.426, Synergy_Loewe=-0.348, Synergy_HSA=-0.935. (7) Drug 1: CC1=C(C=C(C=C1)NC2=NC=CC(=N2)N(C)C3=CC4=NN(C(=C4C=C3)C)C)S(=O)(=O)N.Cl. Drug 2: C(CC(=O)O)C(=O)CN.Cl. Cell line: SK-MEL-5. Synergy scores: CSS=4.62, Synergy_ZIP=-3.16, Synergy_Bliss=-6.06, Synergy_Loewe=-7.50, Synergy_HSA=-8.14. (8) Drug 1: CC1=C2C(C(=O)C3(C(CC4C(C3C(C(C2(C)C)(CC1OC(=O)C(C(C5=CC=CC=C5)NC(=O)OC(C)(C)C)O)O)OC(=O)C6=CC=CC=C6)(CO4)OC(=O)C)O)C)O. Drug 2: CC(C)CN1C=NC2=C1C3=CC=CC=C3N=C2N. Cell line: NCI-H322M. Synergy scores: CSS=7.90, Synergy_ZIP=0.362, Synergy_Bliss=-3.23, Synergy_Loewe=0.887, Synergy_HSA=-4.11. (9) Drug 1: C1C(C(OC1N2C=NC3=C2NC=NCC3O)CO)O. Drug 2: CC12CCC3C(C1CCC2OP(=O)(O)O)CCC4=C3C=CC(=C4)OC(=O)N(CCCl)CCCl.[Na+]. Cell line: 786-0. Synergy scores: CSS=-1.87, Synergy_ZIP=-0.116, Synergy_Bliss=-0.375, Synergy_Loewe=-4.35, Synergy_HSA=-3.68.